From a dataset of Catalyst prediction with 721,799 reactions and 888 catalyst types from USPTO. Predict which catalyst facilitates the given reaction. (1) Reactant: CS(C)=O.[CH2:5]([OH:8])[CH2:6][OH:7].CC([O-])(C)C.[K+].Cl[C:16]1[CH:25]=[C:24]2[C:19]([C:20](=[O:32])[C:21]([C:29]([OH:31])=[O:30])=[CH:22][N:23]2[CH:26]2[CH2:28][CH2:27]2)=[CH:18][C:17]=1[F:33]. Product: [CH:26]1([N:23]2[C:24]3[C:19](=[CH:18][C:17]([F:33])=[C:16]([O:7][CH2:6][CH2:5][OH:8])[CH:25]=3)[C:20](=[O:32])[C:21]([C:29]([OH:31])=[O:30])=[CH:22]2)[CH2:27][CH2:28]1. The catalyst class is: 6. (2) Reactant: Br[C:2]1[N:10]2[C:5]([C:6]3([CH2:19][CH2:18][N:17]([C:20]([O:22][C:23]([CH3:26])([CH3:25])[CH3:24])=[O:21])[CH2:16][CH2:15]3)[O:7][C:8]3[CH:14]=[CH:13][CH:12]=[CH:11][C:9]=32)=[CH:4][CH:3]=1.C(P(C(C)(C)C)C(C)(C)C)(C)(C)C.[CH:40]([O:42]CCCC)=[CH2:41].C1(N(C)C2CCCCC2)CCCCC1.Cl. Product: [C:40]([C:2]1[N:10]2[C:5]([C:6]3([CH2:15][CH2:16][N:17]([C:20]([O:22][C:23]([CH3:25])([CH3:26])[CH3:24])=[O:21])[CH2:18][CH2:19]3)[O:7][C:8]3[CH:14]=[CH:13][CH:12]=[CH:11][C:9]=32)=[CH:4][CH:3]=1)(=[O:42])[CH3:41]. The catalyst class is: 38. (3) Reactant: [Cl-].[C:2]([O:7][CH2:8][CH3:9])(=[O:6])[C:3]([O-:5])=O.[F:10][C:11]1[CH:16]=[CH:15][C:14]([C@H:17]2[CH2:22][CH2:21][CH2:20][C@@H:19]([CH:23]=[CH2:24])[NH:18]2)=[CH:13][CH:12]=1.CCN(C(C)C)C(C)C.Cl. Product: [F:10][C:11]1[CH:12]=[CH:13][C:14]([C@H:17]2[CH2:22][CH2:21][CH2:20][C@@H:19]([CH:23]=[CH2:24])[N:18]2[C:3](=[O:5])[C:2]([O:7][CH2:8][CH3:9])=[O:6])=[CH:15][CH:16]=1. The catalyst class is: 366. (4) Reactant: [Cl:1][C:2]1[CH:7]=[C:6]([NH2:8])[CH:5]=[CH:4][C:3]=1[C:9]1[CH:14]=[CH:13][CH:12]=[CH:11][CH:10]=1.[C:15](N1C=CN=C1)(N1C=CN=C1)=[S:16]. Product: [Cl:1][C:2]1[CH:7]=[C:6]([N:8]=[C:15]=[S:16])[CH:5]=[CH:4][C:3]=1[C:9]1[CH:14]=[CH:13][CH:12]=[CH:11][CH:10]=1. The catalyst class is: 4. (5) Reactant: [Cl:1][C:2]1[N:7]=[C:6](Cl)[C:5]([Cl:9])=[CH:4][N:3]=1.[NH2:10][C:11]1[CH:16]=[CH:15][CH:14]=[CH:13][CH:12]=1.C(N(CC)C(C)C)(C)C. Product: [NH:10]([C:6]1[C:5]([Cl:9])=[CH:4][N:3]=[C:2]([Cl:1])[N:7]=1)[C:11]1[CH:16]=[CH:15][CH:14]=[CH:13][CH:12]=1. The catalyst class is: 51. (6) Reactant: COC1C=C(OC)C=CC=1C[N:6]1[C:11](=[O:12])[C:10]2[CH:13]=[C:14]([CH2:16][CH3:17])[S:15][C:9]=2[NH:8][C:7]1=[O:18].Br[CH2:26][C:27]1[CH:32]=[CH:31][C:30]([C:33]2[C:34]([C:39]#[N:40])=[CH:35][CH:36]=[CH:37][CH:38]=2)=[C:29]([F:41])[CH:28]=1.C(=O)([O-])[O-].[K+].[K+]. Product: [CH2:16]([C:14]1[S:15][C:9]2[N:8]([CH2:26][C:27]3[CH:32]=[CH:31][C:30]([C:33]4[C:34]([C:39]#[N:40])=[CH:35][CH:36]=[CH:37][CH:38]=4)=[C:29]([F:41])[CH:28]=3)[C:7](=[O:18])[NH:6][C:11](=[O:12])[C:10]=2[CH:13]=1)[CH3:17]. The catalyst class is: 10. (7) Reactant: [F:1][C:2]1[CH:3]=[CH:4][C:5]([NH:8][NH2:9])=[N:6][CH:7]=1.[CH3:10][N:11]([CH3:18])[C:12]([CH3:17])([CH3:16])[C:13](O)=[O:14].C(Cl)CCl.C1C=CC2N(O)N=NC=2C=1.O. Product: [F:1][C:2]1[CH:3]=[CH:4][C:5]([NH:8][NH:9][C:13](=[O:14])[C:12]([N:11]([CH3:18])[CH3:10])([CH3:17])[CH3:16])=[N:6][CH:7]=1. The catalyst class is: 3. (8) Product: [CH3:14][O:13][C:11](=[O:12])[CH2:10][O:8][C:4]([CH3:5])([CH3:3])[C:6]#[CH:7]. Reactant: [H-].[Na+].[CH3:3][C:4]([OH:8])([C:6]#[CH:7])[CH3:5].Br[CH2:10][C:11]([O:13][CH3:14])=[O:12]. The catalyst class is: 1. (9) Reactant: [CH:1]1([S:4]([C:7]2[CH:12]=[CH:11][C:10]([CH:13]([O:17][CH:18]3[CH2:23][CH2:22][O:21][CH2:20][CH2:19]3)[C:14](O)=[O:15])=[CH:9][CH:8]=2)(=[O:6])=[O:5])[CH2:3][CH2:2]1.[NH2:24][C:25]1[S:26][C:27]([O:30][C:31]2[CH:32]=[C:33]([CH:39]=[CH:40][CH:41]=2)[C:34]([O:36][CH2:37][CH3:38])=[O:35])=[CH:28][N:29]=1.C1C=CC2N(O)N=NC=2C=1.CCN=C=NCCCN(C)C.C(N(CC)CC)C. Product: [CH:1]1([S:4]([C:7]2[CH:12]=[CH:11][C:10]([CH:13]([O:17][CH:18]3[CH2:23][CH2:22][O:21][CH2:20][CH2:19]3)[C:14]([NH:24][C:25]3[S:26][C:27]([O:30][C:31]4[CH:32]=[C:33]([CH:39]=[CH:40][CH:41]=4)[C:34]([O:36][CH2:37][CH3:38])=[O:35])=[CH:28][N:29]=3)=[O:15])=[CH:9][CH:8]=2)(=[O:6])=[O:5])[CH2:2][CH2:3]1. The catalyst class is: 46.